This data is from Reaction yield outcomes from USPTO patents with 853,638 reactions. The task is: Predict the reaction yield, written as a fraction of the theoretical maximum amount of product (1.0 means a 100% yield; for example, 0.34 means a 34% yield). The product is [S:1]1[CH2:6][CH:5]=[C:4]([O:7][S:23]([C:26]([F:29])([F:28])[F:27])(=[O:25])=[O:24])[CH2:3][CH2:2]1. The yield is 0.380. The catalyst is C1COCC1. The reactants are [S:1]1[CH2:6][CH2:5][C:4](=[O:7])[CH2:3][CH2:2]1.[Li+].CC([N-]C(C)C)C.C1C=CC(N([S:23]([C:26]([F:29])([F:28])[F:27])(=[O:25])=[O:24])[S:23]([C:26]([F:29])([F:28])[F:27])(=[O:25])=[O:24])=CC=1.CCOC(C)=O.